This data is from Full USPTO retrosynthesis dataset with 1.9M reactions from patents (1976-2016). The task is: Predict the reactants needed to synthesize the given product. The reactants are: [Cl:1][C:2]1[CH:3]=[C:4]([OH:9])[CH:5]=[CH:6][C:7]=1[Cl:8].F[C:11]1[CH:16]=[CH:15][C:14]([N+:17]([O-:19])=[O:18])=[CH:13][C:12]=1[O:20][CH3:21].C(=O)([O-])[O-].[K+].[K+]. Given the product [Cl:8][C:7]1[CH:6]=[CH:5][C:4]([O:9][C:11]2[CH:16]=[CH:15][C:14]([N+:17]([O-:19])=[O:18])=[CH:13][C:12]=2[O:20][CH3:21])=[CH:3][C:2]=1[Cl:1], predict the reactants needed to synthesize it.